Dataset: NCI-60 drug combinations with 297,098 pairs across 59 cell lines. Task: Regression. Given two drug SMILES strings and cell line genomic features, predict the synergy score measuring deviation from expected non-interaction effect. (1) Drug 1: CC12CCC(CC1=CCC3C2CCC4(C3CC=C4C5=CN=CC=C5)C)O. Drug 2: C1=CC(=C2C(=C1NCCNCCO)C(=O)C3=C(C=CC(=C3C2=O)O)O)NCCNCCO. Cell line: PC-3. Synergy scores: CSS=27.2, Synergy_ZIP=9.03, Synergy_Bliss=9.28, Synergy_Loewe=2.25, Synergy_HSA=11.1. (2) Drug 1: CCC(=C(C1=CC=CC=C1)C2=CC=C(C=C2)OCCN(C)C)C3=CC=CC=C3.C(C(=O)O)C(CC(=O)O)(C(=O)O)O. Drug 2: C(=O)(N)NO. Cell line: A498. Synergy scores: CSS=3.67, Synergy_ZIP=-1.66, Synergy_Bliss=1.60, Synergy_Loewe=-1.19, Synergy_HSA=1.27. (3) Drug 1: CN(CC1=CN=C2C(=N1)C(=NC(=N2)N)N)C3=CC=C(C=C3)C(=O)NC(CCC(=O)O)C(=O)O. Drug 2: CN(CCCl)CCCl.Cl. Cell line: SF-295. Synergy scores: CSS=26.4, Synergy_ZIP=-3.56, Synergy_Bliss=-9.48, Synergy_Loewe=-10.2, Synergy_HSA=-9.11. (4) Drug 1: CS(=O)(=O)OCCCCOS(=O)(=O)C. Drug 2: C(CN)CNCCSP(=O)(O)O. Cell line: SK-MEL-5. Synergy scores: CSS=4.96, Synergy_ZIP=-1.41, Synergy_Bliss=-1.62, Synergy_Loewe=-2.91, Synergy_HSA=-2.93. (5) Drug 1: C1=CC=C(C=C1)NC(=O)CCCCCCC(=O)NO. Drug 2: CCN(CC)CCCC(C)NC1=C2C=C(C=CC2=NC3=C1C=CC(=C3)Cl)OC. Cell line: HL-60(TB). Synergy scores: CSS=27.4, Synergy_ZIP=-11.7, Synergy_Bliss=-6.42, Synergy_Loewe=-6.43, Synergy_HSA=-5.41. (6) Drug 1: CCCS(=O)(=O)NC1=C(C(=C(C=C1)F)C(=O)C2=CNC3=C2C=C(C=N3)C4=CC=C(C=C4)Cl)F. Drug 2: CC1=C(C=C(C=C1)C(=O)NC2=CC(=CC(=C2)C(F)(F)F)N3C=C(N=C3)C)NC4=NC=CC(=N4)C5=CN=CC=C5. Cell line: A498. Synergy scores: CSS=-2.48, Synergy_ZIP=1.40, Synergy_Bliss=2.19, Synergy_Loewe=-2.73, Synergy_HSA=-2.39. (7) Drug 1: CN1CCC(CC1)COC2=C(C=C3C(=C2)N=CN=C3NC4=C(C=C(C=C4)Br)F)OC. Drug 2: CC1=C2C(C(=O)C3(C(CC4C(C3C(C(C2(C)C)(CC1OC(=O)C(C(C5=CC=CC=C5)NC(=O)C6=CC=CC=C6)O)O)OC(=O)C7=CC=CC=C7)(CO4)OC(=O)C)O)C)OC(=O)C. Cell line: RXF 393. Synergy scores: CSS=41.3, Synergy_ZIP=4.64, Synergy_Bliss=8.43, Synergy_Loewe=2.58, Synergy_HSA=10.5. (8) Drug 2: C1=NNC2=C1C(=O)NC=N2. Synergy scores: CSS=-2.87, Synergy_ZIP=2.25, Synergy_Bliss=1.92, Synergy_Loewe=-1.73, Synergy_HSA=-1.40. Drug 1: C1CN1P(=S)(N2CC2)N3CC3. Cell line: RXF 393. (9) Drug 1: CC12CCC3C(C1CCC2=O)CC(=C)C4=CC(=O)C=CC34C. Drug 2: C1C(C(OC1N2C=C(C(=O)NC2=O)F)CO)O. Cell line: OVCAR3. Synergy scores: CSS=40.2, Synergy_ZIP=1.96, Synergy_Bliss=3.47, Synergy_Loewe=-12.3, Synergy_HSA=3.26.